Task: Regression. Given two drug SMILES strings and cell line genomic features, predict the synergy score measuring deviation from expected non-interaction effect.. Dataset: NCI-60 drug combinations with 297,098 pairs across 59 cell lines (1) Drug 1: CCC1(CC2CC(C3=C(CCN(C2)C1)C4=CC=CC=C4N3)(C5=C(C=C6C(=C5)C78CCN9C7C(C=CC9)(C(C(C8N6C)(C(=O)OC)O)OC(=O)C)CC)OC)C(=O)OC)O.OS(=O)(=O)O. Drug 2: COC1=NC(=NC2=C1N=CN2C3C(C(C(O3)CO)O)O)N. Cell line: UACC62. Synergy scores: CSS=2.30, Synergy_ZIP=-1.19, Synergy_Bliss=-1.79, Synergy_Loewe=-38.5, Synergy_HSA=-2.31. (2) Drug 1: COC1=CC(=CC(=C1O)OC)C2C3C(COC3=O)C(C4=CC5=C(C=C24)OCO5)OC6C(C(C7C(O6)COC(O7)C8=CC=CS8)O)O. Drug 2: C1=CN(C=N1)CC(O)(P(=O)(O)O)P(=O)(O)O. Cell line: SK-MEL-28. Synergy scores: CSS=-0.193, Synergy_ZIP=-5.93, Synergy_Bliss=-10.9, Synergy_Loewe=-18.8, Synergy_HSA=-10.3. (3) Drug 1: C1C(C(OC1N2C=NC3=C(N=C(N=C32)Cl)N)CO)O. Drug 2: CCN(CC)CCNC(=O)C1=C(NC(=C1C)C=C2C3=C(C=CC(=C3)F)NC2=O)C. Cell line: HCC-2998. Synergy scores: CSS=54.2, Synergy_ZIP=-0.0639, Synergy_Bliss=-1.06, Synergy_Loewe=-15.8, Synergy_HSA=-1.58. (4) Drug 1: CC(C1=C(C=CC(=C1Cl)F)Cl)OC2=C(N=CC(=C2)C3=CN(N=C3)C4CCNCC4)N. Drug 2: CN(C)N=NC1=C(NC=N1)C(=O)N. Cell line: UACC62. Synergy scores: CSS=3.96, Synergy_ZIP=-1.99, Synergy_Bliss=-2.78, Synergy_Loewe=-13.1, Synergy_HSA=-3.18. (5) Drug 1: C1C(C(OC1N2C=NC3=C(N=C(N=C32)Cl)N)CO)O. Drug 2: C1=CC=C(C(=C1)C(C2=CC=C(C=C2)Cl)C(Cl)Cl)Cl. Cell line: SF-295. Synergy scores: CSS=3.63, Synergy_ZIP=-2.58, Synergy_Bliss=-4.36, Synergy_Loewe=-16.4, Synergy_HSA=-7.56. (6) Drug 1: CNC(=O)C1=CC=CC=C1SC2=CC3=C(C=C2)C(=NN3)C=CC4=CC=CC=N4. Drug 2: CC1=C(C(=CC=C1)Cl)NC(=O)C2=CN=C(S2)NC3=CC(=NC(=N3)C)N4CCN(CC4)CCO. Cell line: EKVX. Synergy scores: CSS=18.0, Synergy_ZIP=-3.25, Synergy_Bliss=2.34, Synergy_Loewe=-2.52, Synergy_HSA=4.01. (7) Synergy scores: CSS=71.4, Synergy_ZIP=5.80, Synergy_Bliss=7.18, Synergy_Loewe=-8.78, Synergy_HSA=7.63. Drug 2: CCCCCOC(=O)NC1=NC(=O)N(C=C1F)C2C(C(C(O2)C)O)O. Drug 1: C1=C(C(=O)NC(=O)N1)N(CCCl)CCCl. Cell line: SR. (8) Drug 1: COC1=CC(=CC(=C1O)OC)C2C3C(COC3=O)C(C4=CC5=C(C=C24)OCO5)OC6C(C(C7C(O6)COC(O7)C8=CC=CS8)O)O. Drug 2: CC1CCC2CC(C(=CC=CC=CC(CC(C(=O)C(C(C(=CC(C(=O)CC(OC(=O)C3CCCCN3C(=O)C(=O)C1(O2)O)C(C)CC4CCC(C(C4)OC)O)C)C)O)OC)C)C)C)OC. Cell line: HL-60(TB). Synergy scores: CSS=70.0, Synergy_ZIP=4.17, Synergy_Bliss=3.90, Synergy_Loewe=5.37, Synergy_HSA=7.73. (9) Drug 1: C1CCC(C1)C(CC#N)N2C=C(C=N2)C3=C4C=CNC4=NC=N3. Drug 2: CCC(=C(C1=CC=CC=C1)C2=CC=C(C=C2)OCCN(C)C)C3=CC=CC=C3.C(C(=O)O)C(CC(=O)O)(C(=O)O)O. Cell line: HL-60(TB). Synergy scores: CSS=-13.6, Synergy_ZIP=5.28, Synergy_Bliss=4.59, Synergy_Loewe=-10.3, Synergy_HSA=-6.99.